This data is from Forward reaction prediction with 1.9M reactions from USPTO patents (1976-2016). The task is: Predict the product of the given reaction. Given the reactants CI.[C:3]1([C:9]2([C:12]([OH:14])=[O:13])[CH2:11][CH2:10]2)[CH:8]=[CH:7][CH:6]=[CH:5][CH:4]=1.[C:15](=O)([O-])[O-].[K+].[K+], predict the reaction product. The product is: [C:3]1([C:9]2([C:12]([O:14][CH3:15])=[O:13])[CH2:11][CH2:10]2)[CH:8]=[CH:7][CH:6]=[CH:5][CH:4]=1.